This data is from Reaction yield outcomes from USPTO patents with 853,638 reactions. The task is: Predict the reaction yield, written as a fraction of the theoretical maximum amount of product (1.0 means a 100% yield; for example, 0.34 means a 34% yield). (1) The reactants are [F:1][CH:2]([F:37])[C:3]1[N:7]([C:8]2[N:13]=[C:12]([N:14]3[CH2:19][CH2:18][O:17][CH2:16][CH2:15]3)[N:11]=[C:10]([N:20]3[CH2:25][CH2:24][N:23]([S:26]([CH:29]=[CH2:30])(=[O:28])=[O:27])[CH2:22][CH2:21]3)[N:9]=2)[C:6]2[CH:31]=[CH:32][CH:33]=[C:34]([O:35][CH3:36])[C:5]=2[N:4]=1.[NH:38]1[CH:42]=[CH:41][N:40]=[CH:39]1. The catalyst is N1C=CC=CC=1.CS(C)=O. The product is [F:37][CH:2]([F:1])[C:3]1[N:7]([C:8]2[N:9]=[C:10]([N:20]3[CH2:21][CH2:22][N:23]([S:26]([CH2:29][CH2:30][N:38]4[CH:42]=[CH:41][N:40]=[CH:39]4)(=[O:28])=[O:27])[CH2:24][CH2:25]3)[N:11]=[C:12]([N:14]3[CH2:15][CH2:16][O:17][CH2:18][CH2:19]3)[N:13]=2)[C:6]2[CH:31]=[CH:32][CH:33]=[C:34]([O:35][CH3:36])[C:5]=2[N:4]=1. The yield is 0.270. (2) The reactants are [NH2:1][C@@H:2]([CH:7]([CH3:9])[CH3:8])[C:3]([O:5][CH3:6])=[O:4].C1C=CC2N(O)N=NC=2C=1.CCN=C=NCCCN(C)C.Cl.[N:32]1[CH:37]=[CH:36][CH:35]=[CH:34][C:33]=1[C:38](O)=[O:39].CCN(C(C)C)C(C)C. The catalyst is C(Cl)Cl. The product is [CH3:8][CH:7]([CH3:9])[C@H:2]([NH:1][C:38](=[O:39])[C:33]1[CH:34]=[CH:35][CH:36]=[CH:37][N:32]=1)[C:3]([O:5][CH3:6])=[O:4]. The yield is 0.523.